This data is from Catalyst prediction with 721,799 reactions and 888 catalyst types from USPTO. The task is: Predict which catalyst facilitates the given reaction. Reactant: [CH3:1][N:2]([CH3:27])[C:3]1[C:8]([CH2:9][C:10]([O:12][CH3:13])=[O:11])=[C:7]([N:14]([CH3:16])[CH3:15])[N:6]=[C:5]([CH2:17][C:18]2[CH:23]=[CH:22][C:21]([N+:24]([O-])=O)=[CH:20][CH:19]=2)[N:4]=1.[H][H]. Product: [NH2:24][C:21]1[CH:20]=[CH:19][C:18]([CH2:17][C:5]2[N:6]=[C:7]([N:14]([CH3:16])[CH3:15])[C:8]([CH2:9][C:10]([O:12][CH3:13])=[O:11])=[C:3]([N:2]([CH3:1])[CH3:27])[N:4]=2)=[CH:23][CH:22]=1. The catalyst class is: 19.